From a dataset of Peptide-MHC class II binding affinity with 134,281 pairs from IEDB. Regression. Given a peptide amino acid sequence and an MHC pseudo amino acid sequence, predict their binding affinity value. This is MHC class II binding data. (1) The peptide sequence is AAATAGTTDYGAFAA. The MHC is HLA-DQA10401-DQB10402 with pseudo-sequence HLA-DQA10401-DQB10402. The binding affinity (normalized) is 0.503. (2) The peptide sequence is LHKLQTYPRTNTGSG. The MHC is DRB1_0802 with pseudo-sequence DRB1_0802. The binding affinity (normalized) is 0.306.